From a dataset of Retrosynthesis with 50K atom-mapped reactions and 10 reaction types from USPTO. Predict the reactants needed to synthesize the given product. Given the product CC(C)(C)OC(=O)N1CCC[C@@H](n2nc(-c3ccc(Oc4cccc(F)c4F)cc3)c3c(N)ncnc32)C1, predict the reactants needed to synthesize it. The reactants are: CC(C)(C)OC(=O)N1CCC[C@@H](n2nc(I)c3c(N)ncnc32)C1.CC1(C)OB(c2ccc(Oc3cccc(F)c3F)cc2)OC1(C)C.